Dataset: Full USPTO retrosynthesis dataset with 1.9M reactions from patents (1976-2016). Task: Predict the reactants needed to synthesize the given product. (1) Given the product [C:12]1([CH3:22])[CH:17]=[CH:16][C:15]([S:18]([NH:1][C:2]2[CH:3]=[C:4]3[C:9](=[CH:10][CH:11]=2)[CH:8]=[N:7][CH:6]=[CH:5]3)(=[O:20])=[O:19])=[CH:14][CH:13]=1, predict the reactants needed to synthesize it. The reactants are: [NH2:1][C:2]1[CH:3]=[C:4]2[C:9](=[CH:10][CH:11]=1)[CH:8]=[N:7][CH:6]=[CH:5]2.[C:12]1([CH3:22])[CH:17]=[CH:16][C:15]([S:18](Cl)(=[O:20])=[O:19])=[CH:14][CH:13]=1.O. (2) Given the product [C:13]1([C@@H:19]([NH:21][CH2:9][CH2:8][CH:7]=[CH2:6])[CH3:20])[CH:18]=[CH:17][CH:16]=[CH:15][CH:14]=1, predict the reactants needed to synthesize it. The reactants are: CS(O[CH2:6][CH2:7][CH:8]=[CH2:9])(=O)=O.C(#N)C.[C:13]1([C@@H:19]([NH2:21])[CH3:20])[CH:18]=[CH:17][CH:16]=[CH:15][CH:14]=1. (3) Given the product [NH:6]1[CH:10]=[CH:9][N:8]=[C:7]1[C:11]1[S:12][CH:13]=[CH:14][N:15]=1, predict the reactants needed to synthesize it. The reactants are: Cl.C(OC[N:6]1[CH:10]=[CH:9][N:8]=[C:7]1[C:11]1[S:12][CH:13]=[CH:14][N:15]=1)C.[OH-].[Na+].C([O-])(O)=O.[Na+]. (4) Given the product [NH2:39][C@H:31]([CH2:30][C:29](=[O:47])[NH:28][C@H:23]([C:22](=[O:48])[NH:21][CH2:20][C:19](=[O:49])[N:11]1[C:12]2[C:17](=[CH:16][CH:15]=[CH:14][CH:13]=2)[CH2:18][C@H:10]1[C:8](=[O:9])[NH:7][CH2:6][C:5]1[N:4]=[N:3][NH:2][N:1]=1)[C@@H:24]([CH3:27])[CH2:25][CH3:26])[C:32]([OH:34])=[O:33], predict the reactants needed to synthesize it. The reactants are: [N:1]1[NH:2][N:3]=[N:4][C:5]=1[CH2:6][NH:7][C:8]([C@@H:10]1[CH2:18][C:17]2[C:12](=[CH:13][CH:14]=[CH:15][CH:16]=2)[N:11]1[C:19](=[O:49])[CH2:20][NH:21][C:22](=[O:48])[C@@H:23]([NH:28][C:29](=[O:47])[CH2:30][C@@H:31]([NH:39]C(OC(C)(C)C)=O)[C:32]([O:34]C(C)(C)C)=[O:33])[C@@H:24]([CH3:27])[CH2:25][CH3:26])=[O:9]. (5) Given the product [CH3:29][N:25]1[CH2:26][CH2:27][CH2:28][CH:24]1[CH2:23][CH2:22][N:8]1[C:7]2[CH:6]=[CH:5][C:4]3[C:3](=[O:17])[CH2:2][CH2:1][C:16]=3[C:15]=2[C:14]2[CH:13]=[CH:12][CH:11]=[CH:10][C:9]1=2, predict the reactants needed to synthesize it. The reactants are: [CH2:1]1[C:16]2[C:15]3[C:14]4[CH:13]=[CH:12][CH:11]=[CH:10][C:9]=4[NH:8][C:7]=3[CH:6]=[CH:5][C:4]=2[C:3](=[O:17])[CH2:2]1.[H-].[Na+].Cl.Cl[CH2:22][CH2:23][CH:24]1[CH2:28][CH2:27][CH2:26][N:25]1[CH3:29].C(Cl)(Cl)Cl.CO. (6) Given the product [Cl:1][C:2]1[N:7]=[C:6]([C:8]2[N:38]3[CH:39]=[CH:40][CH:41]=[CH:42][C:37]3=[N:36][C:9]=2[C:11]2[CH:12]=[C:13]([CH:25]=[CH:26][CH:27]=2)[C:14]([NH:16][C:17]2[C:22]([F:23])=[CH:21][CH:20]=[CH:19][C:18]=2[F:24])=[O:15])[CH:5]=[CH:4][N:3]=1, predict the reactants needed to synthesize it. The reactants are: [Cl:1][C:2]1[N:7]=[C:6](/[CH:8]=[C:9](\[C:11]2[CH:12]=[C:13]([CH:25]=[CH:26][CH:27]=2)[C:14]([NH:16][C:17]2[C:22]([F:23])=[CH:21][CH:20]=[CH:19][C:18]=2[F:24])=[O:15])/O)[CH:5]=[CH:4][N:3]=1.C1C(=O)N(Br)C(=O)C1.[NH2:36][C:37]1[CH:42]=[CH:41][CH:40]=[CH:39][N:38]=1.C([O-])(O)=O.[Na+]. (7) The reactants are: [SH:1][C:2]1[N:3]=[C:4]([N:16]2[CH2:20][CH2:19][CH2:18][CH2:17]2)[C:5]2[CH2:6][CH2:7][C:8]([CH3:15])([CH3:14])[CH2:9][C:10]=2[C:11]=1[C:12]#[N:13].C(=O)([O-])[O-].[K+].[K+].Cl[CH2:28][C:29]([NH2:31])=[O:30]. Given the product [NH2:13][C:12]1[C:11]2[C:10]3[CH2:9][C:8]([CH3:14])([CH3:15])[CH2:7][CH2:6][C:5]=3[C:4]([N:16]3[CH2:17][CH2:18][CH2:19][CH2:20]3)=[N:3][C:2]=2[S:1][C:28]=1[C:29]([NH2:31])=[O:30], predict the reactants needed to synthesize it. (8) Given the product [Cl:1][C:2]1[C:10]([Cl:11])=[CH:9][CH:8]=[CH:7][C:3]=1[C:4]([NH:21][CH2:20][CH:19]([CH:16]1[CH2:15][CH2:14][C:13]([F:32])([F:12])[CH2:18][CH2:17]1)[C:22]1[CH:27]=[N:26][C:25]([C:28]([F:29])([F:30])[F:31])=[N:24][CH:23]=1)=[O:6], predict the reactants needed to synthesize it. The reactants are: [Cl:1][C:2]1[C:10]([Cl:11])=[CH:9][CH:8]=[CH:7][C:3]=1[C:4]([OH:6])=O.[F:12][C:13]1([F:32])[CH2:18][CH2:17][CH:16]([CH:19]([C:22]2[CH:23]=[N:24][C:25]([C:28]([F:31])([F:30])[F:29])=[N:26][CH:27]=2)[CH2:20][NH2:21])[CH2:15][CH2:14]1. (9) The reactants are: [CH3:1][N:2]([CH2:12][CH2:13][N:14]1[CH2:19][CH2:18][O:17][CH2:16][CH2:15]1)[C:3]1[CH:8]=[CH:7][C:6]([N+:9]([O-])=O)=[CH:5][CH:4]=1.C(O)(C(F)(F)F)=O. Given the product [CH3:1][N:2]([CH2:12][CH2:13][N:14]1[CH2:19][CH2:18][O:17][CH2:16][CH2:15]1)[C:3]1[CH:8]=[CH:7][C:6]([NH2:9])=[CH:5][CH:4]=1, predict the reactants needed to synthesize it. (10) Given the product [Cl:1][C:2]1[CH:7]=[C:6]([CH:5]=[C:4]([N:9]2[CH:12]=[CH:16][CH:15]=[CH:14]2)[CH:3]=1)[NH2:8], predict the reactants needed to synthesize it. The reactants are: [Cl:1][C:2]1[CH:3]=[C:4]([NH2:9])[CH:5]=[C:6]([NH2:8])[CH:7]=1.CO[CH:12]1[CH2:16][CH2:15][CH:14](OC)O1.